Dataset: HIV replication inhibition screening data with 41,000+ compounds from the AIDS Antiviral Screen. Task: Binary Classification. Given a drug SMILES string, predict its activity (active/inactive) in a high-throughput screening assay against a specified biological target. (1) The drug is COCCOCCOCCOCCOCCOCCOCCOCCOCCOCCOCCOCCOCCOCCOCCOCCOCC(=O)N(CCn1cnc2nc(NC(=O)c3ccccc3)nc(O)c21)CCn1cnc2nc(NC(=O)c3ccccc3)nc(O)c21. The result is 0 (inactive). (2) The molecule is C=CCC1C(CO[Si](C)(C)C(C)(C)C)OC(n2ccc(=O)[nH]c2=O)C1O[Si](C)(C)C(C)(C)C. The result is 0 (inactive). (3) The compound is O=C1C(=Cc2cccc(Oc3ccccc3)c2)S(=O)(=O)C(c2ccccc2)N1Cc1ccccc1. The result is 0 (inactive). (4) The drug is CC12CCCC(C#N)(C1)OC2=O. The result is 0 (inactive). (5) The molecule is Cc1cc(O)nc(Sc2ccc([N+](=O)[O-])cc2[N+](=O)[O-])n1. The result is 0 (inactive). (6) The drug is Cc1cc(C)nc(Sc2c([N+](=O)[O-])ncn2C)n1. The result is 0 (inactive). (7) The compound is Oc1ccc[n+](Cc2ccccc2)c1.[Br-]. The result is 0 (inactive). (8) The molecule is COc1ccc(N2C(=O)C(=O)N(C)C2=O)c2ccccc12. The result is 0 (inactive). (9) The drug is COc1ccc(C23CCC(=O)N2CCS3)cc1. The result is 0 (inactive).